This data is from Reaction yield outcomes from USPTO patents with 853,638 reactions. The task is: Predict the reaction yield, written as a fraction of the theoretical maximum amount of product (1.0 means a 100% yield; for example, 0.34 means a 34% yield). (1) The reactants are [CH:1]1[C:10]2[C:5](=[CH:6][CH:7]=[CH:8][CH:9]=2)[CH:4]=[CH:3][N:2]=1.[Br:11]NC(=O)CCC(N)=O.[OH-].[NH4+]. The catalyst is S(=O)(=O)(O)O. The product is [Br:11][C:6]1[CH:7]=[CH:8][CH:9]=[C:10]2[C:5]=1[CH:4]=[CH:3][N:2]=[CH:1]2. The yield is 0.810. (2) The reactants are [CH3:1][O:2][C:3]1[CH:8]=[CH:7][CH:6]=[CH:5][C:4]=1O.CN(C)C1C=CC=CC=1.[C:19]([Cl:22])(Cl)=[O:20].CN(C=[O:27])C. The catalyst is C1(C)C=CC=CC=1.ClC1C=CC=CC=1. The product is [Cl:22][C:19]([O:20][C:4]1[CH:5]=[CH:6][CH:7]=[CH:8][C:3]=1[O:2][CH3:1])=[O:27]. The yield is 0.500. (3) The reactants are [C:1]([C:3]1[C:4]([CH3:14])=[N:5][S:6][C:7]=1[NH:8][C:9](=[O:13])[CH2:10][CH2:11][CH3:12])#[N:2].[OH:15]O. The catalyst is [NH4+].[OH-]. The product is [C:9]([NH:8][C:7]1[S:6][N:5]=[C:4]([CH3:14])[C:3]=1[C:1]([NH2:2])=[O:15])(=[O:13])[CH2:10][CH2:11][CH3:12]. The yield is 0.720. (4) The reactants are [NH2:1][C:2]1[N:7]2[N:8]=[CH:9][CH:10]=[C:6]2[N:5]=[C:4]([NH:11][CH:12]2[CH2:17][CH2:16][CH2:15][N:14]([C:18]([O:20][C:21]([CH3:24])([CH3:23])[CH3:22])=[O:19])[CH2:13]2)[C:3]=1[CH3:25].[C:26](Cl)(=[O:29])[CH:27]=[CH2:28]. The catalyst is ClCCl. The product is [C:26]([NH:1][C:2]1[N:7]2[N:8]=[CH:9][CH:10]=[C:6]2[N:5]=[C:4]([NH:11][CH:12]2[CH2:17][CH2:16][CH2:15][N:14]([C:18]([O:20][C:21]([CH3:22])([CH3:24])[CH3:23])=[O:19])[CH2:13]2)[C:3]=1[CH3:25])(=[O:29])[CH:27]=[CH2:28]. The yield is 0.280. (5) The reactants are [F:1][C:2]1[CH:7]=[CH:6][N:5]=[C:4]2[N:8]([Si:11]([CH:18]([CH3:20])[CH3:19])([CH:15]([CH3:17])[CH3:16])[CH:12]([CH3:14])[CH3:13])[CH:9]=[CH:10][C:3]=12.[Li]C(CC)C.[Cl:26]C(Cl)(Cl)C(Cl)(Cl)Cl. The catalyst is C1COCC1. The product is [Cl:26][C:7]1[C:2]([F:1])=[C:3]2[CH:10]=[CH:9][N:8]([Si:11]([CH:15]([CH3:17])[CH3:16])([CH:18]([CH3:20])[CH3:19])[CH:12]([CH3:13])[CH3:14])[C:4]2=[N:5][CH:6]=1. The yield is 0.620. (6) The reactants are [F:1][C:2]1[C:10]([O:11][C:12]2[C:17]3=[C:18]([CH3:27])[C:19]([O:21][CH2:22][CH2:23][CH2:24][S:25][CH3:26])=[CH:20][N:16]3[N:15]=[CH:14][N:13]=2)=[CH:9][CH:8]=[C:7]2[C:3]=1[CH:4]=[C:5]([CH3:28])[NH:6]2.C1C=C(Cl)C=C(C(OO)=[O:37])C=1.C1(P(C2C=CC=CC=2)C2C=CC=CC=2)C=CC=CC=1. The catalyst is ClCCl. The product is [F:1][C:2]1[C:10]([O:11][C:12]2[C:17]3=[C:18]([CH3:27])[C:19]([O:21][CH2:22][CH2:23][CH2:24][S:25]([CH3:26])=[O:37])=[CH:20][N:16]3[N:15]=[CH:14][N:13]=2)=[CH:9][CH:8]=[C:7]2[C:3]=1[CH:4]=[C:5]([CH3:28])[NH:6]2. The yield is 0.420.